Dataset: Catalyst prediction with 721,799 reactions and 888 catalyst types from USPTO. Task: Predict which catalyst facilitates the given reaction. (1) Reactant: [C:1]([O:5][C:6]([NH:8][C:9]1[CH:10]=[C:11]([C:15]2[N:19]=[C:18]([CH2:20][CH2:21][C:22]([O:24]C)=[O:23])[O:17][N:16]=2)[CH:12]=[CH:13][CH:14]=1)=[O:7])([CH3:4])([CH3:3])[CH3:2].[OH-].[Li+].CO.O. Product: [C:1]([O:5][C:6]([NH:8][C:9]1[CH:10]=[C:11]([C:15]2[N:19]=[C:18]([CH2:20][CH2:21][C:22]([OH:24])=[O:23])[O:17][N:16]=2)[CH:12]=[CH:13][CH:14]=1)=[O:7])([CH3:4])([CH3:2])[CH3:3]. The catalyst class is: 1. (2) Reactant: [H-].[Na+].[Br:3][C:4]1[CH:12]=[CH:11][C:10]2[NH:9][C:8]3[CH2:13][CH2:14][N:15]([CH3:17])[CH2:16][C:7]=3[C:6]=2[CH:5]=1.Cl[CH2:19][C:20]([N:22]1[CH2:27][CH2:26][CH2:25][CH2:24][CH2:23]1)=[O:21]. Product: [Br:3][C:4]1[CH:12]=[CH:11][C:10]2[N:9]([CH2:19][C:20]([N:22]3[CH2:27][CH2:26][CH2:25][CH2:24][CH2:23]3)=[O:21])[C:8]3[CH2:13][CH2:14][N:15]([CH3:17])[CH2:16][C:7]=3[C:6]=2[CH:5]=1. The catalyst class is: 323. (3) Reactant: [F:1][C:2]([F:12])([F:11])[C:3](=O)[CH2:4][C:5]([O:7]CC)=O.C(O)(=O)C(O)=O.[CH2:19]([NH:21][NH2:22])[CH3:20]. Product: [CH2:19]([N:21]1[C:5]([OH:7])=[CH:4][C:3]([C:2]([F:1])([F:11])[F:12])=[N:22]1)[CH3:20]. The catalyst class is: 15. (4) Reactant: [N:1]([C@@H:4]1[CH2:9][CH2:8][C@@H:7]([NH:10][C:11](=[O:17])[O:12][C:13]([CH3:16])([CH3:15])[CH3:14])[CH2:6][C@H:5]1[CH3:18])=[N+]=[N-]. Product: [NH2:1][C@@H:4]1[CH2:9][CH2:8][C@@H:7]([NH:10][C:11](=[O:17])[O:12][C:13]([CH3:15])([CH3:14])[CH3:16])[CH2:6][C@H:5]1[CH3:18]. The catalyst class is: 19. (5) Reactant: [Si:1]([O:8][C@H:9]([C:32]1[CH:37]=[CH:36][CH:35]=[CH:34][CH:33]=1)[C@H:10]1[CH2:14][CH2:13][C@@H:12]([CH2:15][C:16]2[CH:21]=[CH:20][C:19]([N+:22]([O-])=O)=[CH:18][CH:17]=2)[N:11]1[C:25]([O:27][C:28]([CH3:31])([CH3:30])[CH3:29])=[O:26])([C:4]([CH3:7])([CH3:6])[CH3:5])([CH3:3])[CH3:2].Cl.[H][H]. Product: [NH2:22][C:19]1[CH:18]=[CH:17][C:16]([CH2:15][C@@H:12]2[CH2:13][CH2:14][C@H:10]([C@H:9]([O:8][Si:1]([C:4]([CH3:7])([CH3:6])[CH3:5])([CH3:3])[CH3:2])[C:32]3[CH:37]=[CH:36][CH:35]=[CH:34][CH:33]=3)[N:11]2[C:25]([O:27][C:28]([CH3:31])([CH3:30])[CH3:29])=[O:26])=[CH:21][CH:20]=1. The catalyst class is: 19. (6) Reactant: C(O)(C(F)(F)F)=O.[F:8][C:9]1[CH:10]=[C:11]([NH:19][C:20]([C@H:22]2[C:31]3[C:26](=[CH:27][C:28]([O:32][CH3:33])=[CH:29][CH:30]=3)[CH2:25][CH2:24][N:23]2[C:34]([C@H:36]2[CH2:39][C@H:38]([CH2:40][C:41]([O:43]C(C)(C)C)=[O:42])[CH2:37]2)=[O:35])=[O:21])[CH:12]=[CH:13][C:14]=1[Si:15]([CH3:18])([CH3:17])[CH3:16].C(=O)([O-])O.[Na+]. Product: [F:8][C:9]1[CH:10]=[C:11]([NH:19][C:20]([C@H:22]2[C:31]3[C:26](=[CH:27][C:28]([O:32][CH3:33])=[CH:29][CH:30]=3)[CH2:25][CH2:24][N:23]2[C:34]([C@H:36]2[CH2:39][C@H:38]([CH2:40][C:41]([OH:43])=[O:42])[CH2:37]2)=[O:35])=[O:21])[CH:12]=[CH:13][C:14]=1[Si:15]([CH3:16])([CH3:17])[CH3:18]. The catalyst class is: 192.